Dataset: Reaction yield outcomes from USPTO patents with 853,638 reactions. Task: Predict the reaction yield, written as a fraction of the theoretical maximum amount of product (1.0 means a 100% yield; for example, 0.34 means a 34% yield). (1) The reactants are [CH3:1][C:2]1[CH:7]=[C:6]([C:8]([C:10]2[S:14][C:13]([NH2:15])=[N:12][C:11]=2[C:16]2[O:17][CH:18]=[CH:19][CH:20]=2)=[O:9])[CH:5]=[CH:4][N:3]=1.[C:21](O)(=[O:28])[C:22]1[CH:27]=[CH:26][N:25]=[CH:24][CH:23]=1.CCN=C=NCCCN(C)C.Cl.O.ON1C2C=CC=CC=2N=N1. The catalyst is CN(C=O)C.O. The product is [O:17]1[CH:18]=[CH:19][CH:20]=[C:16]1[C:11]1[N:12]=[C:13]([NH:15][C:21]([C:22]2[CH:27]=[CH:26][N:25]=[CH:24][CH:23]=2)=[O:28])[S:14][C:10]=1[C:8]([C:6]1[CH:5]=[CH:4][N:3]=[C:2]([CH3:1])[CH:7]=1)=[O:9]. The yield is 0.380. (2) The reactants are [N+:1]([C:4]1[N:5]=[CH:6][N:7]([CH:9]2[CH2:14][CH2:13][N:12]([C:15]([O:17][C:18]([CH3:21])([CH3:20])[CH3:19])=[O:16])[CH2:11][CH2:10]2)[CH:8]=1)([O-])=O. The catalyst is [Pd].C(O)C. The product is [NH2:1][C:4]1[N:5]=[CH:6][N:7]([CH:9]2[CH2:14][CH2:13][N:12]([C:15]([O:17][C:18]([CH3:21])([CH3:20])[CH3:19])=[O:16])[CH2:11][CH2:10]2)[CH:8]=1. The yield is 0.950. (3) The reactants are O[C@:2]12[CH2:19][CH2:18][C@@:16]3([CH3:17])[C@@H:12]([CH2:13][CH2:14][C:15]3=[O:20])[C@@H:11]1[CH2:10][CH2:9][C@H:8]1[C@:3]2([CH3:22])[CH2:4][CH2:5][C:6](=[O:21])[CH2:7]1.S(=O)(=O)(O)O. The catalyst is C(Cl)Cl. The product is [CH3:17][C@:16]12[CH2:18][CH:19]=[C:2]3[C@@H:11]([CH2:10][CH2:9][C@H:8]4[C@:3]3([CH3:22])[CH2:4][CH2:5][C:6](=[O:21])[CH2:7]4)[C@@H:12]1[CH2:13][CH2:14][C:15]2=[O:20]. The yield is 0.940. (4) The reactants are [CH3:1][C:2]([CH3:29])([CH3:28])[C@H:3]([N:11]1[CH2:15][CH2:14][N:13]([CH2:16][C:17]2[CH:22]=[CH:21][CH:20]=[CH:19][C:18]=2[C:23]([F:26])([F:25])[F:24])[C:12]1=[O:27])[C:4]([O:6]C(C)(C)C)=[O:5].FC(F)(F)C(O)=O. The catalyst is ClCCl. The yield is 0.730. The product is [CH3:1][C:2]([CH3:29])([CH3:28])[C@H:3]([N:11]1[CH2:15][CH2:14][N:13]([CH2:16][C:17]2[CH:22]=[CH:21][CH:20]=[CH:19][C:18]=2[C:23]([F:26])([F:25])[F:24])[C:12]1=[O:27])[C:4]([OH:6])=[O:5]. (5) The reactants are [CH:1]([C:3]1[CH:8]=[C:7]([F:9])[C:6]([O:10][C:11]2[CH:16]=[CH:15][C:14]([Cl:17])=[C:13]([C:18]([F:21])([F:20])[F:19])[CH:12]=2)=[C:5]([F:22])[CH:4]=1)=[CH2:2].B1C2CCCC1CCC2.[OH-:32].[Na+].OO. The catalyst is C1COCC1. The product is [Cl:17][C:14]1[CH:15]=[CH:16][C:11]([O:10][C:6]2[C:5]([F:22])=[CH:4][C:3]([CH2:1][CH2:2][OH:32])=[CH:8][C:7]=2[F:9])=[CH:12][C:13]=1[C:18]([F:19])([F:21])[F:20]. The yield is 0.920.